This data is from Full USPTO retrosynthesis dataset with 1.9M reactions from patents (1976-2016). The task is: Predict the reactants needed to synthesize the given product. (1) Given the product [CH2:13]([O:15][C:16]([C:17]1[C:22]([CH3:23])=[N:8][C:7]([C:6]2[CH:10]=[CH:11][C:3]([F:2])=[CH:4][CH:5]=2)=[N:9][CH:18]=1)=[O:25])[CH3:14], predict the reactants needed to synthesize it. The reactants are: Cl.[F:2][C:3]1[CH:11]=[CH:10][C:6]([C:7]([NH2:9])=[NH:8])=[CH:5][CH:4]=1.[Na].[CH2:13]([O:15][C:16](=[O:25])[C:17]([C:22](=O)[CH3:23])=[CH:18]N(C)C)[CH3:14]. (2) Given the product [CH3:1][C:2]1[CH:7]=[CH:6][CH:5]=[C:4]([CH3:8])[C:3]=1[C:9]1[NH:10][C:11]2[CH:17]=[C:16]([CH:18]=[O:19])[CH:15]=[CH:14][C:12]=2[N:13]=1, predict the reactants needed to synthesize it. The reactants are: [CH3:1][C:2]1[CH:7]=[CH:6][CH:5]=[C:4]([CH3:8])[C:3]=1[C:9]1[NH:10][C:11]2[CH:17]=[C:16]([CH2:18][OH:19])[CH:15]=[CH:14][C:12]=2[N:13]=1.